This data is from Full USPTO retrosynthesis dataset with 1.9M reactions from patents (1976-2016). The task is: Predict the reactants needed to synthesize the given product. (1) Given the product [F:65][C:64]([F:66])([F:67])[C:62]1[CH:63]=[C:58]([CH:59]=[C:60]([C:68]([F:71])([F:69])[F:70])[CH:61]=1)[CH2:57][N:40]1[C:36]([C:34]([OH:33])=[O:35])=[C:37]([I:55])[C:38]2[S:43][C:42]([I:44])=[C:41]([C:45]3[CH:46]=[CH:47][C:48]([C:51]([CH3:54])([CH3:53])[CH3:52])=[CH:49][CH:50]=3)[C:39]1=2, predict the reactants needed to synthesize it. The reactants are: ClC1C=C(C=CC=1)CN1C(C(O)=O)=CC2SC(C3C=CC(OC(C)C)=CC=3)=C(C)C1=2.C([O:33][C:34]([C:36]1[NH:40][C:39]2[C:41]([C:45]3[CH:50]=[CH:49][C:48]([C:51]([CH3:54])([CH3:53])[CH3:52])=[CH:47][CH:46]=3)=[C:42]([I:44])[S:43][C:38]=2[C:37]=1[I:55])=[O:35])C.Br[CH2:57][C:58]1[CH:63]=[C:62]([C:64]([F:67])([F:66])[F:65])[CH:61]=[C:60]([C:68]([F:71])([F:70])[F:69])[CH:59]=1. (2) Given the product [Cl:2][C:3]1[CH:8]=[CH:7][C:6]([CH2:9][C@@H:10]([C:14]2[CH:15]=[C:16]([CH:17]=[CH:18][CH:19]=2)[C:20]#[N:21])[C@@H:11]([NH:13][CH:38]([C:35]2[CH:36]=[CH:37][CH:32]=[CH:33][CH:34]=2)[C:39]([OH:41])([CH3:42])[CH3:40])[CH3:12])=[CH:5][CH:4]=1, predict the reactants needed to synthesize it. The reactants are: Cl.[Cl:2][C:3]1[CH:8]=[CH:7][C:6]([CH2:9][C@@H:10]([C:14]2[CH:19]=[CH:18][CH:17]=[C:16]([C:20]#[N:21])[CH:15]=2)[C@@H:11]([NH2:13])[CH3:12])=[CH:5][CH:4]=1.C(N(C(C)C)CC)(C)C.Cl[C:32]1[CH:37]=[CH:36][C:35]([C:38](=O)[C:39]([CH3:42])([OH:41])[CH3:40])=[CH:34][CH:33]=1.C(O[BH-](OC(=O)C)OC(=O)C)(=O)C.[Na+]. (3) Given the product [C:1]([O:5][C:6]([N:8]1[CH2:13][CH2:12][N:11]([C:14]2[C:19]([CH3:20])=[CH:18][C:17]([CH2:21][CH3:22])=[CH:16][N:15]=2)[CH2:10][CH2:9]1)=[O:7])([CH3:4])([CH3:3])[CH3:2], predict the reactants needed to synthesize it. The reactants are: [C:1]([O:5][C:6]([N:8]1[CH2:13][CH2:12][N:11]([C:14]2[C:19]([CH3:20])=[CH:18][C:17]([CH:21]=[CH2:22])=[CH:16][N:15]=2)[CH2:10][CH2:9]1)=[O:7])([CH3:4])([CH3:3])[CH3:2]. (4) Given the product [N:37]1([S:34]([CH2:33][CH2:32][CH2:31][N:19]2[CH2:20][CH2:21][CH:16]([C:12]3[C:13]([CH3:15])=[CH:14][C:9]([NH:8][C:5]4[N:4]=[C:3]([NH:23][C:24]5[CH:28]=[C:27]([CH3:29])[NH:26][N:25]=5)[C:2]([Cl:1])=[CH:7][N:6]=4)=[C:10]([CH3:22])[CH:11]=3)[CH2:17][CH2:18]2)(=[O:36])=[O:35])[CH2:40][CH2:39][CH2:38]1, predict the reactants needed to synthesize it. The reactants are: [Cl:1][C:2]1[C:3]([NH:23][C:24]2[CH:28]=[C:27]([CH3:29])[NH:26][N:25]=2)=[N:4][C:5]([NH:8][C:9]2[CH:14]=[C:13]([CH3:15])[C:12]([CH:16]3[CH2:21][CH2:20][NH:19][CH2:18][CH2:17]3)=[CH:11][C:10]=2[CH3:22])=[N:6][CH:7]=1.Cl[CH2:31][CH2:32][CH2:33][S:34]([N:37]1[CH2:40][CH2:39][CH2:38]1)(=[O:36])=[O:35].[I-].[Na+]. (5) Given the product [I:11][C:12]1[CH:13]=[CH:14][C:15]([C:18]2[C:19]3[NH:23][C:22]([C:24]([C:61]4[CH:66]=[CH:65][C:64]([CH3:67])=[CH:63][CH:62]=4)=[C:25]4[N:60]=[C:28]([C:29]([C:53]5[CH:58]=[CH:57][C:56]([CH3:59])=[CH:55][CH:54]=5)=[C:30]5[NH:52][C:33](=[C:34]([C:40]6[CH:45]=[CH:44][C:43]([CH3:46])=[CH:42][CH:41]=6)[C:35]6[CH:36]=[CH:37][C:38]=2[N:39]=6)[CH:32]=[CH:31]5)[CH:27]=[CH:26]4)=[CH:21][CH:20]=3)=[CH:16][CH:17]=1, predict the reactants needed to synthesize it. The reactants are: [Li]N([Si](C)(C)C)[Si](C)(C)C.[I:11][C:12]1[CH:17]=[CH:16][C:15]([C:18]2[C:19]3[NH:23][C:22]([C:24]([C:61]4[CH:66]=[CH:65][C:64]([CH3:67])=[CH:63][CH:62]=4)=[C:25]4[N:60]=[C:28]([C:29]([C:53]5[CH:58]=[CH:57][C:56]([CH3:59])=[CH:55][CH:54]=5)=[C:30]5[NH:52][C:33](=[C:34]([C:40]6[CH:45]=[CH:44][C:43]([C:46]#C[Si](C)(C)C)=[CH:42][CH:41]=6)[C:35]6[CH:36]=[CH:37][C:38]=2[N:39]=6)[CH:32]=[CH:31]5)[CH:27]=[CH:26]4)=[CH:21][CH:20]=3)=[CH:14][CH:13]=1. (6) The reactants are: [CH3:1][O:2][C:3]1[CH:11]=[CH:10][C:6]2[S:7][CH:8]=[CH:9][C:5]=2[CH:4]=1.[Li]CCCC.[CH3:17][N:18]1[CH:22]2[CH2:23][C:24]([CH2:26][CH:19]1[CH2:20][CH2:21]2)=O. Given the product [CH3:1][O:2][C:3]1[CH:11]=[CH:10][C:6]2[S:7][C:8]([C:24]3[CH2:23][CH:22]4[N:18]([CH3:17])[CH:19]([CH2:20][CH2:21]4)[CH:26]=3)=[CH:9][C:5]=2[CH:4]=1, predict the reactants needed to synthesize it.